From a dataset of NCI-60 drug combinations with 297,098 pairs across 59 cell lines. Regression. Given two drug SMILES strings and cell line genomic features, predict the synergy score measuring deviation from expected non-interaction effect. (1) Drug 1: CN(C)N=NC1=C(NC=N1)C(=O)N. Drug 2: CS(=O)(=O)OCCCCOS(=O)(=O)C. Cell line: NCI-H226. Synergy scores: CSS=3.56, Synergy_ZIP=-0.395, Synergy_Bliss=2.93, Synergy_Loewe=-0.273, Synergy_HSA=1.26. (2) Drug 1: C1CC(=O)NC(=O)C1N2CC3=C(C2=O)C=CC=C3N. Drug 2: CCC1=CC2CC(C3=C(CN(C2)C1)C4=CC=CC=C4N3)(C5=C(C=C6C(=C5)C78CCN9C7C(C=CC9)(C(C(C8N6C)(C(=O)OC)O)OC(=O)C)CC)OC)C(=O)OC.C(C(C(=O)O)O)(C(=O)O)O. Cell line: IGROV1. Synergy scores: CSS=42.9, Synergy_ZIP=-2.22, Synergy_Bliss=-0.864, Synergy_Loewe=-9.59, Synergy_HSA=2.68.